From a dataset of Full USPTO retrosynthesis dataset with 1.9M reactions from patents (1976-2016). Predict the reactants needed to synthesize the given product. (1) Given the product [ClH:40].[Cl:40][CH2:41][S:42]([N:30]1[CH2:31][CH2:32][CH:27]([N:20]([C:10]2[N:9]=[C:8]([N:7]3[C:6]4[CH:33]=[CH:34][CH:35]=[C:36]([O:37][CH3:38])[C:5]=4[N:4]=[C:3]3[CH:2]([F:1])[F:39])[N:13]=[C:12]([N:14]3[CH2:15][CH2:16][O:17][CH2:18][CH2:19]3)[N:11]=2)[CH2:21][CH2:22][CH2:23][N:24]([CH3:25])[CH3:26])[CH2:28][CH2:29]1)(=[O:44])=[O:43], predict the reactants needed to synthesize it. The reactants are: [F:1][CH:2]([F:39])[C:3]1[N:7]([C:8]2[N:13]=[C:12]([N:14]3[CH2:19][CH2:18][O:17][CH2:16][CH2:15]3)[N:11]=[C:10]([N:20]([CH:27]3[CH2:32][CH2:31][NH:30][CH2:29][CH2:28]3)[CH2:21][CH2:22][CH2:23][N:24]([CH3:26])[CH3:25])[N:9]=2)[C:6]2[CH:33]=[CH:34][CH:35]=[C:36]([O:37][CH3:38])[C:5]=2[N:4]=1.[Cl:40][CH2:41][S:42](Cl)(=[O:44])=[O:43].C([O-])([O-])=O.[K+].[K+].Cl. (2) Given the product [CH3:9][C:5]1[N:4]=[C:3]([C:13]2[N:18]=[CH:17][C:16]3[CH:19]=[N:20][N:21]([C:22]4[CH:27]=[CH:26][CH:25]=[C:24]([N:28]5[CH2:34][CH2:33][CH2:32][N:31]([CH:35]6[CH2:38][O:37][CH2:36]6)[CH2:30][CH2:29]5)[N:23]=4)[C:15]=3[CH:14]=2)[CH:8]=[N:7][CH:6]=1, predict the reactants needed to synthesize it. The reactants are: C[Sn](C)(C)[C:3]1[CH:8]=[N:7][CH:6]=[C:5]([CH3:9])[N:4]=1.Cl[C:13]1[N:18]=[CH:17][C:16]2[CH:19]=[N:20][N:21]([C:22]3[CH:27]=[CH:26][CH:25]=[C:24]([N:28]4[CH2:34][CH2:33][CH2:32][N:31]([CH:35]5[CH2:38][O:37][CH2:36]5)[CH2:30][CH2:29]4)[N:23]=3)[C:15]=2[CH:14]=1.